Dataset: Catalyst prediction with 721,799 reactions and 888 catalyst types from USPTO. Task: Predict which catalyst facilitates the given reaction. (1) Reactant: [F:1][C:2]1[CH:7]=[CH:6][C:5]([C:8]([C:12]2[CH:17]=[CH:16][C:15]([F:18])=[CH:14][CH:13]=2)([NH2:11])[CH2:9][NH2:10])=[CH:4][CH:3]=1.CO[C:21]([C:23]1[CH:28]=[N:27][CH:26]=[CH:25][N:24]=1)=N. Product: [F:1][C:2]1[CH:3]=[CH:4][C:5]([C:8]2([C:12]3[CH:13]=[CH:14][C:15]([F:18])=[CH:16][CH:17]=3)[CH2:9][NH:10][C:21]([C:23]3[CH:28]=[N:27][CH:26]=[CH:25][N:24]=3)=[N:11]2)=[CH:6][CH:7]=1. The catalyst class is: 5. (2) Reactant: C(OC([N:8]1[CH2:13][CH2:12][CH:11]([O:14][C:15]2[CH:20]=[CH:19][C:18]([CH:21]=[CH:22][C:23]([N:25]3[CH2:30][CH2:29][O:28][CH2:27][CH2:26]3)=[O:24])=[CH:17][CH:16]=2)[CH2:10][CH2:9]1)=O)(C)(C)C.FC(F)(F)C(O)=O.O. Product: [NH:8]1[CH2:9][CH2:10][CH:11]([O:14][C:15]2[CH:20]=[CH:19][C:18]([CH:21]=[CH:22][C:23]([N:25]3[CH2:30][CH2:29][O:28][CH2:27][CH2:26]3)=[O:24])=[CH:17][CH:16]=2)[CH2:12][CH2:13]1. The catalyst class is: 4. (3) Reactant: [F:1][C:2]1[CH:7]=[CH:6][C:5]([N:8]2[C:12]([C:13]([O:15]CC)=O)=[C:11]([CH3:18])[N:10]=[C:9]2[SH:19])=[CH:4][CH:3]=1.F[C:21]1C=CC(N)=CC=1.ClC(C(=O)C)C(=O)C.[S-]C#N.[K+]. Product: [F:1][C:2]1[CH:3]=[CH:4][C:5]([N:8]2[C:12]([C:13](=[O:15])[CH3:21])=[C:11]([CH3:18])[N:10]=[C:9]2[SH:19])=[CH:6][CH:7]=1. The catalyst class is: 477.